From a dataset of Full USPTO retrosynthesis dataset with 1.9M reactions from patents (1976-2016). Predict the reactants needed to synthesize the given product. (1) Given the product [C:1]([C:3]1[CH:4]=[CH:5][C:6]([N:9]2[C:10](=[O:15])[N:11]=[N:12][C:13]2=[O:14])=[CH:7][CH:8]=1)#[CH:2], predict the reactants needed to synthesize it. The reactants are: [C:1]([C:3]1[CH:8]=[CH:7][C:6]([N:9]2[C:13](=[O:14])[NH:12][NH:11][C:10]2=[O:15])=[CH:5][CH:4]=1)#[CH:2].BrN1C(C)(C)C(=O)N(Br)C1=O. (2) Given the product [Cl:1][C:2]1[CH:48]=[CH:47][C:5]([CH2:6][C@H:7]([C:8]([N:10]2[CH:15]3[CH2:16][CH2:17][CH:11]2[CH2:12][CH:13]([N:18]([CH:26]2[CH2:27][CH2:28][CH2:29][CH2:30][CH2:31]2)[C:19]([N:21]([CH2:24][CH3:25])[CH2:22][CH3:23])=[O:20])[CH2:14]3)=[O:9])[NH:32][CH2:33][C@@H:34]2[CH2:38][C@@H:37]([OH:39])[CH2:36][NH:35]2)=[CH:4][CH:3]=1, predict the reactants needed to synthesize it. The reactants are: [Cl:1][C:2]1[CH:48]=[CH:47][C:5]([CH2:6][C@@H:7]([NH:32][CH2:33][C@@H:34]2[CH2:38][C@@H:37]([OH:39])[CH2:36][N:35]2C(OC(C)(C)C)=O)[C:8]([N:10]2[CH:15]3[CH2:16][CH2:17][CH:11]2[CH2:12][CH:13]([N:18]([CH:26]2[CH2:31][CH2:30][CH2:29][CH2:28][CH2:27]2)[C:19]([N:21]([CH2:24][CH3:25])[CH2:22][CH3:23])=[O:20])[CH2:14]3)=[O:9])=[CH:4][CH:3]=1.Cl. (3) Given the product [NH2:15][C:7]1[C:6]([CH2:5][C:4]2[CH:3]=[C:2]([Cl:1])[CH:25]=[C:24]([Cl:26])[CH:23]=2)=[C:10]([CH3:11])[N:9]([CH2:12][CH2:13][OH:14])[N:8]=1, predict the reactants needed to synthesize it. The reactants are: [Cl:1][C:2]1[CH:3]=[C:4]([CH:23]=[C:24]([Cl:26])[CH:25]=1)[CH2:5][C:6]1[C:7]([NH:15]C(=O)OC(C)(C)C)=[N:8][N:9]([CH2:12][CH2:13][OH:14])[C:10]=1[CH3:11].Cl.